From a dataset of Forward reaction prediction with 1.9M reactions from USPTO patents (1976-2016). Predict the product of the given reaction. Given the reactants [Cl:1][C:2]1[N:3]=[C:4]([N:14]2[CH2:19][CH2:18][O:17][CH2:16][CH2:15]2)[C:5]2[S:10][C:9]([CH2:11][NH:12][CH3:13])=[CH:8][C:6]=2[N:7]=1.[CH3:20][O:21][CH2:22][CH2:23][N:24]1[CH2:29][CH2:28][C:27](=O)[CH2:26][CH2:25]1, predict the reaction product. The product is: [Cl:1][C:2]1[N:3]=[C:4]([N:14]2[CH2:19][CH2:18][O:17][CH2:16][CH2:15]2)[C:5]2[S:10][C:9]([CH2:11][N:12]([CH:27]3[CH2:28][CH2:29][N:24]([CH2:23][CH2:22][O:21][CH3:20])[CH2:25][CH2:26]3)[CH3:13])=[CH:8][C:6]=2[N:7]=1.